Dataset: Full USPTO retrosynthesis dataset with 1.9M reactions from patents (1976-2016). Task: Predict the reactants needed to synthesize the given product. (1) Given the product [CH2:1]([N:8]1[C:16]2[C:11](=[CH:12][CH:13]=[CH:14][CH:15]=2)[C:10]([O:17][C:18]2[CH:26]=[CH:25][CH:24]=[CH:23][C:19]=2[C:20]([NH:27][CH:28]2[CH2:33][CH2:32][CH:31]([OH:34])[CH2:30][CH2:29]2)=[O:22])=[N:9]1)[C:2]1[CH:3]=[CH:4][CH:5]=[CH:6][CH:7]=1, predict the reactants needed to synthesize it. The reactants are: [CH2:1]([N:8]1[C:16]2[C:11](=[CH:12][CH:13]=[CH:14][CH:15]=2)[C:10]([O:17][C:18]2[CH:26]=[CH:25][CH:24]=[CH:23][C:19]=2[C:20]([OH:22])=O)=[N:9]1)[C:2]1[CH:7]=[CH:6][CH:5]=[CH:4][CH:3]=1.[NH2:27][CH:28]1[CH2:33][CH2:32][CH:31]([OH:34])[CH2:30][CH2:29]1. (2) Given the product [N+:8]([C:5]1[CH:6]=[CH:7][C:2]([O:11][C:12]2[CH:13]=[C:14]3[C:18](=[CH:19][CH:20]=2)[N:17]([CH:21]2[CH2:26][CH2:25][CH2:24][CH2:23][O:22]2)[N:16]=[C:15]3[CH:27]=[O:28])=[CH:3][CH:4]=1)([O-:10])=[O:9], predict the reactants needed to synthesize it. The reactants are: F[C:2]1[CH:7]=[CH:6][C:5]([N+:8]([O-:10])=[O:9])=[CH:4][CH:3]=1.[OH:11][C:12]1[CH:13]=[C:14]2[C:18](=[CH:19][CH:20]=1)[N:17]([CH:21]1[CH2:26][CH2:25][CH2:24][CH2:23][O:22]1)[N:16]=[C:15]2[CH:27]=[O:28].C([O-])([O-])=O.[Cs+].[Cs+].